This data is from Forward reaction prediction with 1.9M reactions from USPTO patents (1976-2016). The task is: Predict the product of the given reaction. (1) Given the reactants C([N:14]1[CH2:17][CH:16]([O:18][CH2:19][C:20]2([C:26]3[CH:31]=[CH:30][C:29]([Cl:32])=[CH:28][CH:27]=3)[CH2:25][CH2:24][CH2:23][CH2:22][CH2:21]2)[CH2:15]1)(C1C=CC=CC=1)C1C=CC=CC=1.Cl.ClC1C=CC=CC=1C(OC1CNC1)C1C=CC(Cl)=CC=1, predict the reaction product. The product is: [Cl:32][C:29]1[CH:30]=[CH:31][C:26]([C:20]2([CH2:19][O:18][CH:16]3[CH2:15][NH:14][CH2:17]3)[CH2:25][CH2:24][CH2:23][CH2:22][CH2:21]2)=[CH:27][CH:28]=1. (2) Given the reactants [I:1]I.[CH3:3][N:4]1[CH:8]=[C:7]([C:9]2[CH:10]=[C:11]3[CH:17]=[CH:16][NH:15][C:12]3=[N:13][CH:14]=2)[CH:6]=[N:5]1.[OH-].[K+].S([O-])([O-])=O.[Na+].[Na+], predict the reaction product. The product is: [I:1][C:17]1[C:11]2[C:12](=[N:13][CH:14]=[C:9]([C:7]3[CH:6]=[N:5][N:4]([CH3:3])[CH:8]=3)[CH:10]=2)[NH:15][CH:16]=1. (3) Given the reactants [F:1][C:2]1[CH:3]=[C:4]([CH:17]=[CH:18][CH:19]=1)[CH2:5][O:6][C:7]1[CH:12]=[CH:11][C:10]([N+:13]([O-])=O)=[CH:9][C:8]=1[Cl:16], predict the reaction product. The product is: [F:1][C:2]1[CH:3]=[C:4]([CH:17]=[CH:18][CH:19]=1)[CH2:5][O:6][C:7]1[CH:12]=[CH:11][C:10]([NH2:13])=[CH:9][C:8]=1[Cl:16]. (4) Given the reactants [CH2:1]([O:8][CH2:9][CH2:10][N:11]1C(=O)C2C(=CC=CC=2)C1=O)[C:2]1[CH:7]=[CH:6][CH:5]=[CH:4][CH:3]=1.NN, predict the reaction product. The product is: [CH2:1]([O:8][CH2:9][CH2:10][NH2:11])[C:2]1[CH:7]=[CH:6][CH:5]=[CH:4][CH:3]=1. (5) Given the reactants [C:1]([O:4][C:5]1[CH:12]=[CH:11][C:8]([CH:9]=O)=[CH:7][CH:6]=1)(=[O:3])[CH3:2].Cl.[C:14]([O:18][C:19](=[O:23])[CH2:20][CH2:21][NH2:22])([CH3:17])([CH3:16])[CH3:15].C(O[BH-](OC(=O)C)OC(=O)C)(=O)C.[Na+], predict the reaction product. The product is: [C:14]([O:18][C:19](=[O:23])[CH2:20][CH2:21][NH:22][CH2:9][C:8]1[CH:11]=[CH:12][C:5]([O:4][C:1](=[O:3])[CH3:2])=[CH:6][CH:7]=1)([CH3:17])([CH3:16])[CH3:15]. (6) Given the reactants Br[C:2]1[CH:3]=[C:4]([C:9]2([C:15]3[CH:20]=[CH:19][C:18]([O:21][CH3:22])=[C:17]([CH3:23])[CH:16]=3)[CH2:13][O:12][C:11]([NH2:14])=[N:10]2)[CH:5]=[C:6]([F:8])[CH:7]=1.CC(C1C=C(C(C)C)C(C2C(P(C(C)(C)C)C(C)(C)C)=CC=CC=2)=C(C(C)C)C=1)C.[NH2:54][C:55]1[CH:60]=[CH:59][CH:58]=[CH:57][CH:56]=1, predict the reaction product. The product is: [F:8][C:6]1[CH:5]=[C:4]([C:9]2([C:15]3[CH:20]=[CH:19][C:18]([O:21][CH3:22])=[C:17]([CH3:23])[CH:16]=3)[CH2:13][O:12][C:11]([NH2:14])=[N:10]2)[CH:3]=[C:2]([NH:54][C:55]2[CH:60]=[CH:59][CH:58]=[CH:57][CH:56]=2)[CH:7]=1. (7) Given the reactants [Br:1][C:2]1[CH:7]=[C:6]([F:8])[C:5]([OH:9])=[C:4]([F:10])[CH:3]=1.C(=O)([O-])[O-].[Cs+].[Cs+].[F:17][C:18]([F:29])([F:28])[CH2:19]OS(C(F)(F)F)(=O)=O, predict the reaction product. The product is: [Br:1][C:2]1[CH:7]=[C:6]([F:8])[C:5]([O:9][CH2:19][C:18]([F:29])([F:28])[F:17])=[C:4]([F:10])[CH:3]=1.